From a dataset of Full USPTO retrosynthesis dataset with 1.9M reactions from patents (1976-2016). Predict the reactants needed to synthesize the given product. (1) The reactants are: [Cl:1][C:2]1[CH:3]=[C:4]2[C:8](=[CH:9][CH:10]=1)[NH:7][CH:6]=[C:5]2[C:11](=[O:16])C(F)(F)F.[OH-:17].[Na+]. Given the product [Cl:1][C:2]1[CH:3]=[C:4]2[C:8](=[CH:9][CH:10]=1)[NH:7][CH:6]=[C:5]2[C:11]([OH:16])=[O:17], predict the reactants needed to synthesize it. (2) Given the product [NH2:1][C:2](=[O:17])[C@@H:3]([NH:5][C:6]1[N:11]=[C:10]([Cl:12])[N:9]=[C:8]([C:13]([OH:15])=[O:14])[CH:7]=1)[CH3:4], predict the reactants needed to synthesize it. The reactants are: [NH2:1][C:2](=[O:17])[C@@H:3]([NH:5][C:6]1[N:11]=[C:10]([Cl:12])[N:9]=[C:8]([C:13]([O:15]C)=[O:14])[CH:7]=1)[CH3:4].[OH-].[K+]. (3) Given the product [Br:19][C:8]1[C:7]2[CH:11]=[C:3]([CH2:2][OH:1])[CH:4]=[CH:5][C:6]=2[S:10][CH:9]=1, predict the reactants needed to synthesize it. The reactants are: [OH:1][CH2:2][C:3]1[CH:4]=[CH:5][C:6]2[S:10][CH:9]=[CH:8][C:7]=2[CH:11]=1.C1C(=O)N([Br:19])C(=O)C1. (4) Given the product [CH2:7]([O:9][C:10]([C:12]1([CH:15]=[O:16])[CH2:14][CH2:13]1)=[O:11])[CH3:8], predict the reactants needed to synthesize it. The reactants are: C(O)(=O)C(O)=O.[CH2:7]([O:9][C:10]([C:12]1([CH:15]2NC(C)(C)CC(C)[O:16]2)[CH2:14][CH2:13]1)=[O:11])[CH3:8]. (5) Given the product [CH:1]([NH:4][N:5]1[C:17]2[C:16]3[CH:15]=[CH:14][CH:13]=[CH:12][C:11]=3[N:10]=[CH:9][C:8]=2[N:7]=[C:6]1[CH3:18])([CH3:3])[CH3:2], predict the reactants needed to synthesize it. The reactants are: [C:1](=[N:4][N:5]1[C:17]2[C:16]3[CH:15]=[CH:14][CH:13]=[CH:12][C:11]=3[N:10]=[CH:9][C:8]=2[N:7]=[C:6]1[CH3:18])([CH3:3])[CH3:2].[BH4-].[Na+]. (6) Given the product [CH3:15][Si:2]([CH3:1])([CH3:16])[CH2:3][CH2:4][O:5][CH2:6][N:7]1[CH:11]=[C:10]([CH:12]([OH:14])[CH3:13])[CH:9]=[N:8]1, predict the reactants needed to synthesize it. The reactants are: [CH3:1][Si:2]([CH3:16])([CH3:15])[CH2:3][CH2:4][O:5][CH2:6][N:7]1[CH:11]=[C:10]([C:12](=[O:14])[CH3:13])[CH:9]=[N:8]1.[BH4-].[Na+].C(OCC)(=O)C. (7) Given the product [NH2:19][C:18]1[N:8]([C:4]2[CH:5]=[CH:6][CH:7]=[C:2]([Br:1])[C:3]=2[CH3:10])[N:9]=[CH:14][C:15]=1[C:16]#[N:17], predict the reactants needed to synthesize it. The reactants are: [Br:1][C:2]1[C:3]([CH3:10])=[C:4]([NH:8][NH2:9])[CH:5]=[CH:6][CH:7]=1.C(O[CH:14]=[C:15]([C:18]#[N:19])[C:16]#[N:17])C.C(N(C(C)C)C(C)C)C. (8) Given the product [F:16][C:2]([F:1])([F:15])[C:3]1[CH:4]=[CH:5][C:6]([CH:18]=[O:19])=[CH:7][CH:8]=1, predict the reactants needed to synthesize it. The reactants are: [F:1][C:2]([F:16])([F:15])[C:3]1[CH:8]=[CH:7][C:6](N2CCNCC2)=[CH:5][CH:4]=1.C(O)(=O)[C@H:18]([C@@H](C(O)=O)O)[OH:19]. (9) Given the product [Br:3][CH:1]1[CH2:2][CH:6]1[C:7]([O:9][CH2:10][CH3:11])=[O:8], predict the reactants needed to synthesize it. The reactants are: [CH:1]([Br:3])=[CH2:2].[N+](=[CH:6][C:7]([O:9][CH2:10][CH3:11])=[O:8])=[N-]. (10) Given the product [NH2:1][C:2]1[C:11]2[N:12]=[C:13]([CH2:34][O:35][CH2:36][CH3:37])[N:14]([CH2:15][CH2:16][CH2:17][N:18]([CH2:19][C:20]3[CH:21]=[C:22]([CH:31]=[CH:32][CH:33]=3)[O:23][CH2:24][C:25]([O:27][CH:28]([CH3:30])[CH3:29])=[O:26])[C:40](=[O:41])[CH2:39][Cl:38])[C:10]=2[C:9]2[CH:8]=[CH:7][CH:6]=[CH:5][C:4]=2[N:3]=1, predict the reactants needed to synthesize it. The reactants are: [NH2:1][C:2]1[C:11]2[N:12]=[C:13]([CH2:34][O:35][CH2:36][CH3:37])[N:14]([CH2:15][CH2:16][CH2:17][NH:18][CH2:19][C:20]3[CH:21]=[C:22]([CH:31]=[CH:32][CH:33]=3)[O:23][CH2:24][C:25]([O:27][CH:28]([CH3:30])[CH3:29])=[O:26])[C:10]=2[C:9]2[CH:8]=[CH:7][CH:6]=[CH:5][C:4]=2[N:3]=1.[Cl:38][CH2:39][C:40](Cl)=[O:41].